Predict the reaction yield, written as a fraction of the theoretical maximum amount of product (1.0 means a 100% yield; for example, 0.34 means a 34% yield). From a dataset of Reaction yield outcomes from USPTO patents with 853,638 reactions. The reactants are C([O:8][C:9](=[O:36])[CH2:10][C@@H:11]([NH:16][C:17](=[O:35])[CH2:18][CH2:19][CH2:20][CH2:21][CH2:22][CH2:23][CH2:24][O:25][CH2:26][C:27]1[CH:32]=[CH:31][C:30]([F:33])=[C:29]([F:34])[CH:28]=1)[CH2:12][N:13]([CH3:15])[CH3:14])C1C=CC=CC=1. The catalyst is [Pd]. The product is [F:34][C:29]1[CH:28]=[C:27]([CH:32]=[CH:31][C:30]=1[F:33])[CH2:26][O:25][CH2:24][CH2:23][CH2:22][CH2:21][CH2:20][CH2:19][CH2:18][C:17]([NH:16][C@@H:11]([CH2:12][N:13]([CH3:15])[CH3:14])[CH2:10][C:9]([OH:36])=[O:8])=[O:35]. The yield is 0.890.